Predict the reaction yield, written as a fraction of the theoretical maximum amount of product (1.0 means a 100% yield; for example, 0.34 means a 34% yield). From a dataset of Reaction yield outcomes from USPTO patents with 853,638 reactions. (1) The reactants are C[O:2][C:3](=O)[C:4]1[CH:9]=[CH:8][C:7]([NH:10][CH2:11][C:12]2[CH:13]=[N:14][C:15]([C:18]([F:21])([F:20])[F:19])=[CH:16][CH:17]=2)=[N:6][C:5]=1[F:22].[AlH4-].[Li+].O.O.O.O.O.O.O.O.O.O.S([O-])([O-])(=O)=O.[Na+].[Na+]. The catalyst is O1CCCC1. The product is [F:22][C:5]1[C:4]([CH2:3][OH:2])=[CH:9][CH:8]=[C:7]([NH:10][CH2:11][C:12]2[CH:13]=[N:14][C:15]([C:18]([F:21])([F:19])[F:20])=[CH:16][CH:17]=2)[N:6]=1. The yield is 0.937. (2) The reactants are [CH3:1][C:2]1[CH:6]=[C:5]([CH3:7])[NH:4][C:3]=1[C:8](=[C:12]1[C:20]2[C:15](=[CH:16][CH:17]=[CH:18][CH:19]=2)[NH:14][C:13]1=[O:21])[C:9]([OH:11])=O.[F:22][C:23]1[CH:24]=[C:25]([CH:27]=[CH:28][CH:29]=1)[NH2:26]. No catalyst specified. The product is [CH3:1][C:2]1[CH:6]=[C:5]([CH3:7])[NH:4][C:3]=1[C:8](=[C:12]1[C:20]2[C:15](=[CH:16][CH:17]=[CH:18][CH:19]=2)[NH:14][C:13]1=[O:21])[C:9]([NH:26][C:25]1[CH:27]=[CH:28][CH:29]=[C:23]([F:22])[CH:24]=1)=[O:11]. The yield is 0.210. (3) The reactants are [Si:1]([O:8][C@@H:9]1[C@@H:14]([CH3:15])[CH2:13][NH:12][CH2:11][C@H:10]1[NH:16][C:17](=[O:23])[O:18][C:19]([CH3:22])([CH3:21])[CH3:20])([C:4]([CH3:7])([CH3:6])[CH3:5])([CH3:3])[CH3:2].CCN(C(C)C)C(C)C.Cl[C:34]1[CH:39]=[CH:38][N:37]=[CH:36][C:35]=1[N+:40]([O-:42])=[O:41]. The catalyst is CC(O)C. The product is [Si:1]([O:8][C@@H:9]1[C@@H:14]([CH3:15])[CH2:13][N:12]([C:34]2[CH:39]=[CH:38][N:37]=[CH:36][C:35]=2[N+:40]([O-:42])=[O:41])[CH2:11][C@H:10]1[NH:16][C:17](=[O:23])[O:18][C:19]([CH3:22])([CH3:21])[CH3:20])([C:4]([CH3:7])([CH3:5])[CH3:6])([CH3:3])[CH3:2]. The yield is 0.760. (4) The reactants are F[C:2]1[CH:7]=[CH:6][CH:5]=[CH:4][C:3]=1[N+:8]([O-:10])=[O:9].[CH3:11][O:12][C:13]1[CH:19]=[CH:18][C:16]([NH2:17])=[CH:15][CH:14]=1. The catalyst is C(OCC)(=O)C. The product is [CH3:11][O:12][C:13]1[CH:19]=[CH:18][C:16]([NH:17][C:2]2[CH:7]=[CH:6][CH:5]=[CH:4][C:3]=2[N+:8]([O-:10])=[O:9])=[CH:15][CH:14]=1. The yield is 0.990.